Dataset: Retrosynthesis with 50K atom-mapped reactions and 10 reaction types from USPTO. Task: Predict the reactants needed to synthesize the given product. (1) Given the product CC(C)(C)c1cc2c(cc1NC(=O)c1c[nH]c3ccccc3c1=O)OC(=O)C2(C)C, predict the reactants needed to synthesize it. The reactants are: CC(C)(C)c1cc2c(cc1N)OC(=O)C2(C)C.O=C(O)c1c[nH]c2ccccc2c1=O. (2) The reactants are: COC(=O)CS[C@H]1NC(=O)[C@H]1NC(c1ccccc1)(c1ccccc1)c1ccccc1.N. Given the product NC(=O)CS[C@H]1NC(=O)[C@H]1NC(c1ccccc1)(c1ccccc1)c1ccccc1, predict the reactants needed to synthesize it. (3) Given the product COc1cc(-c2csc3c(/C=C/CN4CC(=O)NC(C)(C)C4)cnc(N)c23)ccc1NC(=O)c1cc2ccccc2n1C, predict the reactants needed to synthesize it. The reactants are: CC1(C)CNCC(=O)N1.COc1cc(-c2csc3c(/C=C/C=O)cnc(N)c23)ccc1NC(=O)c1cc2ccccc2n1C. (4) Given the product CCOC(=O)N1CCC(NS(=O)(=O)c2cccc3c(CN)cccc23)CC1, predict the reactants needed to synthesize it. The reactants are: CCOC(=O)N1CCC(NS(=O)(=O)c2cccc3c(CN4C(=O)c5ccccc5C4=O)cccc23)CC1. (5) Given the product COc1cc(OC)c2c(=O)[nH]c(-c3ccc(N4CCCN(C(C)=O)CC4)cc3)nc2c1, predict the reactants needed to synthesize it. The reactants are: CC(=O)N1CCCN(c2ccc(C=O)cc2)CC1.COc1cc(N)c(C(N)=O)c(OC)c1. (6) Given the product CCOC(=O)C=C(C)C=CCC(C)CCCC(C)(C)O, predict the reactants needed to synthesize it. The reactants are: CCOC(=O)C=C(C)/C=C/CC(C)CCC=C(C)C.[OH-]. (7) Given the product O=C(O)c1csc(-c2ccc(F)nc2)c1, predict the reactants needed to synthesize it. The reactants are: O=C(O)c1csc(Br)c1.OB(O)c1ccc(F)nc1.